Task: Predict the reactants needed to synthesize the given product.. Dataset: Full USPTO retrosynthesis dataset with 1.9M reactions from patents (1976-2016) (1) Given the product [OH:8][C:7]1[CH:6]=[CH:5][C:4]([C:11]([O:13][CH2:14][CH3:15])=[O:12])=[C:2]([CH3:3])[N:1]=1, predict the reactants needed to synthesize it. The reactants are: [NH2:1]/[C:2](=[C:4](\[C:11]([O:13][CH2:14][CH3:15])=[O:12])/[CH:5]=[CH:6]/[C:7](OC)=[O:8])/[CH3:3]. (2) Given the product [CH:1]1([N:5]2[CH2:6][CH2:7][N:8]([C:11]([C:13]3[CH:14]=[C:15]4[C:19](=[CH:20][CH:21]=3)[N:18]([CH2:39][C:40]([F:43])([F:42])[F:41])[C:17]([C:22]([N:24]3[CH2:29][CH2:28][S:27](=[O:30])(=[O:31])[CH2:26][CH2:25]3)=[O:23])=[CH:16]4)=[O:12])[CH2:9][CH2:10]2)[CH2:2][CH2:3][CH2:4]1, predict the reactants needed to synthesize it. The reactants are: [CH:1]1([N:5]2[CH2:10][CH2:9][N:8]([C:11]([C:13]3[CH:14]=[C:15]4[C:19](=[CH:20][CH:21]=3)[NH:18][C:17]([C:22]([N:24]3[CH2:29][CH2:28][S:27](=[O:31])(=[O:30])[CH2:26][CH2:25]3)=[O:23])=[CH:16]4)=[O:12])[CH2:7][CH2:6]2)[CH2:4][CH2:3][CH2:2]1.[H-].[Na+].CS(O[CH2:39][C:40]([F:43])([F:42])[F:41])(=O)=O. (3) Given the product [NH:12]1[C:13]2[C:18](=[CH:17][CH:16]=[CH:15][CH:14]=2)[C:10]([C:8](=[O:9])[CH:26]([NH:33][C:34]2[CH:38]=[C:37]([CH3:39])[O:36][N:35]=2)[C:27]2[CH:28]=[CH:29][CH:30]=[CH:31][CH:32]=2)=[CH:11]1, predict the reactants needed to synthesize it. The reactants are: C(N(CC)CC)C.[CH:8]([C:10]1[C:18]2[C:13](=[CH:14][CH:15]=[CH:16][CH:17]=2)[N:12](C(OC(C)(C)C)=O)[CH:11]=1)=[O:9].[CH:26](=[N:33][C:34]1[CH:38]=[C:37]([CH3:39])[O:36][N:35]=1)[C:27]1[CH:32]=[CH:31][CH:30]=[CH:29][CH:28]=1. (4) Given the product [CH:1]1([CH2:6][O:7][C:8]2[C:9]([NH:21][C:22]3[S:23][CH:26]=[CH:27][N:24]=3)=[N:10][CH:11]=[C:12]([O:14][C:15]3[CH:16]=[CH:17][CH:18]=[CH:19][CH:20]=3)[CH:13]=2)[CH2:2][CH2:3][CH2:4][CH2:5]1, predict the reactants needed to synthesize it. The reactants are: [CH:1]1([CH2:6][O:7][C:8]2[C:9]([NH:21][C:22]([NH2:24])=[S:23])=[N:10][CH:11]=[C:12]([O:14][C:15]3[CH:20]=[CH:19][CH:18]=[CH:17][CH:16]=3)[CH:13]=2)[CH2:5][CH2:4][CH2:3][CH2:2]1.Cl[CH2:26][CH:27]=O. (5) Given the product [NH:37]1[C:45]2[C:40](=[CH:41][CH:42]=[CH:43][CH:44]=2)[C:39]([CH:46]=[C:15]2[C:14]3[N:10]([C:11]([C:18]4[CH:23]=[CH:22][CH:21]=[CH:20][CH:19]=4)=[N:12][N:13]=3)[C:9]3[CH:24]=[CH:25][CH:26]=[CH:27][C:8]=3[N:7]([CH2:6][C:5]([N:4]([CH:1]([CH3:3])[CH3:2])[C:29]3[CH:30]=[N:31][C:32]([O:35][CH3:36])=[CH:33][CH:34]=3)=[O:28])[C:16]2=[O:17])=[CH:38]1, predict the reactants needed to synthesize it. The reactants are: [CH:1]([N:4]([C:29]1[CH:30]=[N:31][C:32]([O:35][CH3:36])=[CH:33][CH:34]=1)[C:5](=[O:28])[CH2:6][N:7]1[C:16](=[O:17])[CH2:15][C:14]2[N:10]([C:11]([C:18]3[CH:23]=[CH:22][CH:21]=[CH:20][CH:19]=3)=[N:12][N:13]=2)[C:9]2[CH:24]=[CH:25][CH:26]=[CH:27][C:8]1=2)([CH3:3])[CH3:2].[NH:37]1[C:45]2[C:40](=[CH:41][CH:42]=[CH:43][CH:44]=2)[C:39]([CH:46]=O)=[CH:38]1.